Dataset: Forward reaction prediction with 1.9M reactions from USPTO patents (1976-2016). Task: Predict the product of the given reaction. (1) Given the reactants [CH2:1]([O:5][C:6](=[O:36])[NH:7][C:8]1[CH:13]=[CH:12][C:11]([C:14]2[CH:15]=[N:16][C:17]3[N:18]([N:21]=[CH:22][C:23]=3[C:24]3[CH:29]=[CH:28][CH:27]=[C:26]([N:30]4[CH2:35][CH2:34][NH:33][CH2:32][CH2:31]4)[CH:25]=3)[C:19]=2[NH2:20])=[CH:10][CH:9]=1)[CH2:2][CH2:3][CH3:4].[CH2:37](Br)[CH3:38].O, predict the reaction product. The product is: [CH2:1]([O:5][C:6](=[O:36])[NH:7][C:8]1[CH:13]=[CH:12][C:11]([C:14]2[CH:15]=[N:16][C:17]3[N:18]([N:21]=[CH:22][C:23]=3[C:24]3[CH:29]=[CH:28][CH:27]=[C:26]([N:30]4[CH2:35][CH2:34][N:33]([CH2:37][CH3:38])[CH2:32][CH2:31]4)[CH:25]=3)[C:19]=2[NH2:20])=[CH:10][CH:9]=1)[CH2:2][CH2:3][CH3:4]. (2) Given the reactants [C:1]([O:5][C:6]([N:8]1[C@@H:12]([C:13](OC)=[O:14])[CH2:11][CH2:10][C@H:9]1[C:17]([OH:19])=[O:18])=[O:7])([CH3:4])([CH3:3])[CH3:2].[BH4-].[Li+], predict the reaction product. The product is: [C:1]([O:5][C:6]([N:8]1[C@@H:12]([CH2:13][OH:14])[CH2:11][CH2:10][C@H:9]1[C:17]([OH:19])=[O:18])=[O:7])([CH3:4])([CH3:2])[CH3:3]. (3) Given the reactants [F:1][C:2]1[CH:10]=[CH:9][C:5]([C:6]([OH:8])=O)=[CH:4][CH:3]=1.CN(C(ON1N=NC2C=CC=NC1=2)=[N+](C)C)C.F[P-](F)(F)(F)(F)F.C(N(C(C)C)C(C)C)C.[NH2:44][C:45]1[S:46][C:47]2[C:53]([N:54]([CH3:58])[C:55](=[O:57])[CH3:56])=[CH:52][CH:51]=[C:50]([O:59][CH3:60])[C:48]=2[N:49]=1, predict the reaction product. The product is: [C:55]([N:54]([CH3:58])[C:53]1[C:47]2[S:46][C:45]([NH:44][C:6](=[O:8])[C:5]3[CH:4]=[CH:3][C:2]([F:1])=[CH:10][CH:9]=3)=[N:49][C:48]=2[C:50]([O:59][CH3:60])=[CH:51][CH:52]=1)(=[O:57])[CH3:56].